Dataset: NCI-60 drug combinations with 297,098 pairs across 59 cell lines. Task: Regression. Given two drug SMILES strings and cell line genomic features, predict the synergy score measuring deviation from expected non-interaction effect. (1) Drug 1: C(CC(=O)O)C(=O)CN.Cl. Drug 2: C1CNP(=O)(OC1)N(CCCl)CCCl. Cell line: IGROV1. Synergy scores: CSS=0.516, Synergy_ZIP=-0.164, Synergy_Bliss=-0.257, Synergy_Loewe=-0.0768, Synergy_HSA=-2.56. (2) Drug 1: C1CCC(C1)C(CC#N)N2C=C(C=N2)C3=C4C=CNC4=NC=N3. Drug 2: C(=O)(N)NO. Cell line: CCRF-CEM. Synergy scores: CSS=1.81, Synergy_ZIP=-7.94, Synergy_Bliss=-8.29, Synergy_Loewe=-14.0, Synergy_HSA=-10.2. (3) Drug 1: CCN(CC)CCNC(=O)C1=C(NC(=C1C)C=C2C3=C(C=CC(=C3)F)NC2=O)C. Drug 2: CC1C(C(CC(O1)OC2CC(CC3=C2C(=C4C(=C3O)C(=O)C5=C(C4=O)C(=CC=C5)OC)O)(C(=O)CO)O)N)O.Cl. Cell line: HOP-62. Synergy scores: CSS=31.4, Synergy_ZIP=-3.22, Synergy_Bliss=-5.59, Synergy_Loewe=-6.38, Synergy_HSA=-1.40. (4) Drug 1: C1=CC(=CC=C1CCCC(=O)O)N(CCCl)CCCl. Drug 2: CCN(CC)CCNC(=O)C1=C(NC(=C1C)C=C2C3=C(C=CC(=C3)F)NC2=O)C. Cell line: MALME-3M. Synergy scores: CSS=10.2, Synergy_ZIP=-6.36, Synergy_Bliss=-1.90, Synergy_Loewe=-5.10, Synergy_HSA=-2.91. (5) Drug 1: CN(CCCl)CCCl.Cl. Drug 2: C(CN)CNCCSP(=O)(O)O. Cell line: U251. Synergy scores: CSS=15.3, Synergy_ZIP=0.355, Synergy_Bliss=-0.0682, Synergy_Loewe=-41.6, Synergy_HSA=-4.07. (6) Drug 1: CC1=CC=C(C=C1)C2=CC(=NN2C3=CC=C(C=C3)S(=O)(=O)N)C(F)(F)F. Drug 2: CC1=C2C(C(=O)C3(C(CC4C(C3C(C(C2(C)C)(CC1OC(=O)C(C(C5=CC=CC=C5)NC(=O)OC(C)(C)C)O)O)OC(=O)C6=CC=CC=C6)(CO4)OC(=O)C)O)C)O. Cell line: SR. Synergy scores: CSS=0.631, Synergy_ZIP=13.8, Synergy_Bliss=11.5, Synergy_Loewe=5.74, Synergy_HSA=6.54.